This data is from Reaction yield outcomes from USPTO patents with 853,638 reactions. The task is: Predict the reaction yield, written as a fraction of the theoretical maximum amount of product (1.0 means a 100% yield; for example, 0.34 means a 34% yield). (1) The reactants are [C:1]([OH:10])(=[O:9])/[CH:2]=[CH:3]\[CH:4]=[CH:5]/[C:6]([OH:8])=[O:7].[OH-].[Na+].C. The catalyst is O. The product is [C:1]([OH:10])(=[O:9])/[CH:2]=[CH:3]\[CH:4]=[CH:5]\[C:6]([OH:8])=[O:7]. The yield is 0.650. (2) The reactants are [NH2:1][C:2]1[CH:7]=[CH:6][C:5]([CH:8]2[CH2:22][N:12]3[C:13](=[O:21])[NH:14][C:15]4[CH:16]=[CH:17][CH:18]=[CH:19][C:20]=4[C:11]3=[N:10][CH2:9]2)=[CH:4][CH:3]=1.[F:23][C:24]([F:35])([F:34])[C:25]1[CH:26]=[C:27]([CH:31]=[CH:32][CH:33]=1)[C:28](Cl)=[O:29]. The catalyst is N1C=CC=CC=1. The product is [O:21]=[C:13]1[N:12]2[CH2:22][CH:8]([C:5]3[CH:6]=[CH:7][C:2]([NH:1][C:28](=[O:29])[C:27]4[CH:31]=[CH:32][CH:33]=[C:25]([C:24]([F:23])([F:34])[F:35])[CH:26]=4)=[CH:3][CH:4]=3)[CH2:9][N:10]=[C:11]2[C:20]2[CH:19]=[CH:18][CH:17]=[CH:16][C:15]=2[NH:14]1. The yield is 0.600. (3) The reactants are [H-].[Na+].[N:3]1[CH:8]=[CH:7][CH:6]=[C:5]([CH2:9][OH:10])[CH:4]=1.Br[CH2:12][C:13]([O:15][CH2:16][CH3:17])=[O:14]. The catalyst is CN(C=O)C. The product is [N:3]1[CH:8]=[CH:7][CH:6]=[C:5]([CH2:9][O:10][CH2:12][C:13]([O:15][CH2:16][CH3:17])=[O:14])[CH:4]=1. The yield is 0.668. (4) The reactants are CO.[F:3][C:4]1[CH:9]=[CH:8][C:7]([F:10])=[CH:6][C:5]=1[C@H:11]1[CH2:15][CH2:14][CH2:13][N:12]1[C:16]1[CH:21]=[CH:20][N:19]2[N:22]=[CH:23][C:24]([NH:25][C:26]([N:28]3[CH2:31][CH:30]([OH:32])[CH2:29]3)=[O:27])=[C:18]2[N:17]=1.[ClH:33]. The catalyst is O1CCOCC1. The product is [ClH:33].[F:3][C:4]1[CH:9]=[CH:8][C:7]([F:10])=[CH:6][C:5]=1[C@H:11]1[CH2:15][CH2:14][CH2:13][N:12]1[C:16]1[CH:21]=[CH:20][N:19]2[N:22]=[CH:23][C:24]([NH:25][C:26]([N:28]3[CH2:31][CH:30]([OH:32])[CH2:29]3)=[O:27])=[C:18]2[N:17]=1. The yield is 1.01. (5) The catalyst is CO.[Pd]. The yield is 0.660. The reactants are C([O:8][C:9](=[O:26])[CH2:10][C:11]1[CH:12]=[C:13]([CH:23]=[CH:24][CH:25]=1)[O:14][CH2:15][CH2:16][CH2:17][C:18]([O:20][CH2:21]C)=[O:19])C1C=CC=CC=1. The product is [CH3:21][O:20][C:18](=[O:19])[CH2:17][CH2:16][CH2:15][O:14][C:13]1[CH:12]=[C:11]([CH2:10][C:9]([OH:26])=[O:8])[CH:25]=[CH:24][CH:23]=1. (6) The reactants are Br[C:2]1[CH:3]=[CH:4][C:5]2[C:11]3[N:12]=[C:13]([N:15]4[C:19]([CH3:21])([CH3:20])[CH2:18][NH:17][C:16]4=[O:22])[S:14][C:10]=3[CH2:9][CH2:8][O:7][C:6]=2[CH:23]=1.[CH3:24][C:25]([OH:42])([CH3:41])[CH2:26][N:27]1[CH:31]=[C:30](B2OC(C)(C)C(C)(C)O2)[CH:29]=[N:28]1. No catalyst specified. The product is [OH:42][C:25]([CH3:41])([CH3:24])[CH2:26][N:27]1[CH:31]=[C:30]([C:2]2[CH:3]=[CH:4][C:5]3[C:11]4[N:12]=[C:13]([N:15]5[C:19]([CH3:21])([CH3:20])[CH2:18][NH:17][C:16]5=[O:22])[S:14][C:10]=4[CH2:9][CH2:8][O:7][C:6]=3[CH:23]=2)[CH:29]=[N:28]1. The yield is 0.120. (7) The reactants are Br[C:2]1[CH:7]=[C:6]([O:8][CH3:9])[CH:5]=[CH:4][C:3]=1[O:10][CH3:11].N#N.[CH3:14][CH2:15][OH:16].[Li][CH:18](CC)C.C1CCCCC1.B(F)(F)F.C(OCC)C. The catalyst is C1COCC1. The product is [CH3:11][O:10][C:3]1[CH:4]=[CH:5][C:6]([O:8][CH3:9])=[CH:7][C:2]=1[CH2:14][C@H:15]([OH:16])[CH3:18]. The yield is 0.710.